Dataset: Full USPTO retrosynthesis dataset with 1.9M reactions from patents (1976-2016). Task: Predict the reactants needed to synthesize the given product. Given the product [CH2:1]([O:3][C:4](=[O:16])[C:5]1[CH:10]=[C:9]([F:11])[C:8]([N:26]2[CH2:27][CH2:28][CH:24]([NH:23][C:22]([O:21][C:17]([CH3:20])([CH3:19])[CH3:18])=[O:29])[CH2:25]2)=[C:7]([O:13][CH3:14])[C:6]=1[F:15])[CH3:2], predict the reactants needed to synthesize it. The reactants are: [CH2:1]([O:3][C:4](=[O:16])[C:5]1[CH:10]=[C:9]([F:11])[C:8](F)=[C:7]([O:13][CH3:14])[C:6]=1[F:15])[CH3:2].[C:17]([O:21][C:22](=[O:29])[NH:23][CH:24]1[CH2:28][CH2:27][NH:26][CH2:25]1)([CH3:20])([CH3:19])[CH3:18].C(N(CC)CC)C.